Predict the reaction yield, written as a fraction of the theoretical maximum amount of product (1.0 means a 100% yield; for example, 0.34 means a 34% yield). From a dataset of Reaction yield outcomes from USPTO patents with 853,638 reactions. The catalyst is CN(C=O)C. The product is [S:1]1[C:5]2[CH:6]=[CH:7][C:8]([NH:10][C:11]3[C:20]4[C:15](=[CH:16][C:17]([O:28][CH2:37][C:38]([NH2:40])=[O:39])=[C:18]([S:21]([C:24]([CH3:25])([CH3:27])[CH3:26])(=[O:22])=[O:23])[CH:19]=4)[N:14]=[CH:13][N:12]=3)=[CH:9][C:4]=2[N:3]=[CH:2]1. The reactants are [S:1]1[C:5]2[CH:6]=[CH:7][C:8]([NH:10][C:11]3[C:20]4[C:15](=[CH:16][C:17]([OH:28])=[C:18]([S:21]([C:24]([CH3:27])([CH3:26])[CH3:25])(=[O:23])=[O:22])[CH:19]=4)[N:14]=[CH:13][N:12]=3)=[CH:9][C:4]=2[N:3]=[CH:2]1.C(N(CC)CC)C.Br[CH2:37][C:38]([NH2:40])=[O:39].[H-].[Na+]. The yield is 0.230.